This data is from Forward reaction prediction with 1.9M reactions from USPTO patents (1976-2016). The task is: Predict the product of the given reaction. (1) Given the reactants O=S(Cl)[Cl:3].[Br:5][C:6]1[CH:21]=[CH:20][CH:19]=[CH:18][C:7]=1[CH2:8][N:9]1[C:13]([CH2:14][CH2:15][CH2:16]O)=[CH:12][N:11]=[CH:10]1, predict the reaction product. The product is: [Br:5][C:6]1[CH:21]=[CH:20][CH:19]=[CH:18][C:7]=1[CH2:8][N:9]1[C:13]([CH2:14][CH2:15][CH2:16][Cl:3])=[CH:12][N:11]=[CH:10]1. (2) Given the reactants Cl.[F:2][C:3]1[CH:10]=[CH:9][CH:8]=[C:7]([O:11][CH2:12][CH:13]2[CH2:18][CH2:17][NH:16][CH2:15][CH2:14]2)[C:4]=1[C:5]#[N:6].[Cl:19][C:20]1[CH:21]=[C:22]([CH:26]=[CH:27][CH:28]=1)[C:23](Cl)=[O:24].C(N(CC)CC)C, predict the reaction product. The product is: [Cl:19][C:20]1[CH:21]=[C:22]([CH:26]=[CH:27][CH:28]=1)[C:23]([N:16]1[CH2:17][CH2:18][CH:13]([CH2:12][O:11][C:7]2[CH:8]=[CH:9][CH:10]=[C:3]([F:2])[C:4]=2[C:5]#[N:6])[CH2:14][CH2:15]1)=[O:24]. (3) Given the reactants Br[C:2]1[CH:3]=[C:4]2[C:9](=[CH:10][CH:11]=1)[N:8]=[CH:7][CH:6]=[C:5]2[O:12][CH2:13][CH:14]1[CH2:19][CH2:18][CH2:17][CH2:16][CH2:15]1.C([Li])CCC.CN(C)[CH:27]=[O:28], predict the reaction product. The product is: [CH:14]1([CH2:13][O:12][C:5]2[C:4]3[C:9](=[CH:10][CH:11]=[C:2]([CH:27]=[O:28])[CH:3]=3)[N:8]=[CH:7][CH:6]=2)[CH2:19][CH2:18][CH2:17][CH2:16][CH2:15]1. (4) Given the reactants [CH:1]1([CH2:4][O:5][C:6]2[N:11]=[C:10]([C:12]([NH:14][C:15]3([CH2:19][C:20](O)=[O:21])[CH2:18][S:17][CH2:16]3)=[O:13])[CH:9]=[CH:8][C:7]=2[C:23]2([F:27])[CH2:26][O:25][CH2:24]2)[CH2:3][CH2:2]1.C1N=C[N:30](C(N2C=NC=C2)=O)C=1.N, predict the reaction product. The product is: [NH2:30][C:20](=[O:21])[CH2:19][C:15]1([NH:14][C:12]([C:10]2[CH:9]=[CH:8][C:7]([C:23]3([F:27])[CH2:26][O:25][CH2:24]3)=[C:6]([O:5][CH2:4][CH:1]3[CH2:2][CH2:3]3)[N:11]=2)=[O:13])[CH2:18][S:17][CH2:16]1. (5) Given the reactants F[C:2]1[CH:7]=[CH:6][C:5]([N+:8]([O-:10])=[O:9])=[CH:4][CH:3]=1.[NH2:11][C:12]1[C:17](C)=[CH:16][CH:15]=[CH:14][N:13]=1.[C:19]([O-])([O-])=O.[K+].[K+].CC(C)([O-])C.[K+], predict the reaction product. The product is: [CH3:19][C:14]1[N:13]=[C:12]([NH:11][C:2]2[CH:7]=[CH:6][C:5]([N+:8]([O-:10])=[O:9])=[CH:4][CH:3]=2)[CH:17]=[CH:16][CH:15]=1. (6) Given the reactants [Br:1][C:2]1[CH:10]=[CH:9][C:5]([CH:6]=[N:7][OH:8])=[CH:4][CH:3]=1.[Cl:11]N1C(=O)CCC1=O.O, predict the reaction product. The product is: [Br:1][C:2]1[CH:10]=[CH:9][C:5]([C:6]([Cl:11])=[N:7][OH:8])=[CH:4][CH:3]=1. (7) Given the reactants Br[C:2]1[CH:3]=[C:4]([O:17][CH2:18][C:19]2[C:24]([F:25])=[CH:23][CH:22]=[CH:21][C:20]=2[F:26])[C:5]2[N:6]([C:8]([C:12]([O:14][CH2:15][CH3:16])=[O:13])=[C:9]([CH3:11])[N:10]=2)[CH:7]=1.CC(C)([O-])C.[Na+].CC(C1C=C(C(C)C)C(C2C=CC=CC=2P(C2CCCCC2)C2CCCCC2)=C(C(C)C)C=1)C.[NH:67]1[CH2:71][CH2:70][CH2:69][CH2:68]1, predict the reaction product. The product is: [F:26][C:20]1[CH:21]=[CH:22][CH:23]=[C:24]([F:25])[C:19]=1[CH2:18][O:17][C:4]1[C:5]2[N:6]([C:8]([C:12]([O:14][CH2:15][CH3:16])=[O:13])=[C:9]([CH3:11])[N:10]=2)[CH:7]=[C:2]([N:67]2[CH2:71][CH2:70][CH2:69][CH2:68]2)[CH:3]=1. (8) Given the reactants ClC1C=CC=C(C(OO)=[O:9])C=1.[C:12]([O:16][C:17](=[O:39])[NH:18][C@H:19]([C:23]([N:25]1[CH2:30][CH2:29][CH:28]([S:31][C:32]2[CH:37]=[CH:36][C:35]([F:38])=[CH:34][CH:33]=2)[CH2:27][CH2:26]1)=[O:24])[CH:20]([CH3:22])[CH3:21])([CH3:15])([CH3:14])[CH3:13].[OH-].[Na+], predict the reaction product. The product is: [C:12]([O:16][C:17](=[O:39])[NH:18][C@H:19]([C:23]([N:25]1[CH2:30][CH2:29][CH:28]([S:31]([C:32]2[CH:37]=[CH:36][C:35]([F:38])=[CH:34][CH:33]=2)=[O:9])[CH2:27][CH2:26]1)=[O:24])[CH:20]([CH3:22])[CH3:21])([CH3:14])([CH3:15])[CH3:13]. (9) Given the reactants [OH:1][C:2]1[C:3]([C:14](=[O:16])[CH3:15])=[CH:4][C:5]2[O:10][CH2:9][CH2:8][O:7][C:6]=2[C:11]=1[O:12][CH3:13].[CH3:17]I, predict the reaction product. The product is: [CH3:17][O:1][C:2]1[C:3]([C:14](=[O:16])[CH3:15])=[CH:4][C:5]2[O:10][CH2:9][CH2:8][O:7][C:6]=2[C:11]=1[O:12][CH3:13].